This data is from Full USPTO retrosynthesis dataset with 1.9M reactions from patents (1976-2016). The task is: Predict the reactants needed to synthesize the given product. (1) Given the product [OH:31][C:29]1[C:28]2[C:23](=[C:24]([Br:32])[CH:25]=[CH:26][CH:27]=2)[N:22]=[C:21]([C:19]([OH:20])=[O:18])[CH:30]=1, predict the reactants needed to synthesize it. The reactants are: COC(C1C=C(O)C2C(=C(N)C=CC=2)N=1)=O.C[O:18][C:19]([C:21]1[CH:30]=[C:29]([OH:31])[C:28]2[C:23](=[C:24]([Br:32])[CH:25]=[CH:26][CH:27]=2)[N:22]=1)=[O:20]. (2) Given the product [CH3:27][N:28]([CH2:2][C:3]1[O:7][C:6]([CH2:8][N:9]([CH2:22][C:23]([F:26])([F:25])[F:24])[C:10]2[CH:17]=[CH:16][C:13]([C:14]#[N:15])=[C:12]([C:18]([F:21])([F:20])[F:19])[CH:11]=2)=[CH:5][CH:4]=1)[CH3:29], predict the reactants needed to synthesize it. The reactants are: Cl[CH2:2][C:3]1[O:7][C:6]([CH2:8][N:9]([CH2:22][C:23]([F:26])([F:25])[F:24])[C:10]2[CH:17]=[CH:16][C:13]([C:14]#[N:15])=[C:12]([C:18]([F:21])([F:20])[F:19])[CH:11]=2)=[CH:5][CH:4]=1.[CH3:27][NH:28][CH3:29]. (3) Given the product [CH:91]1[CH:92]=[CH:93][C:94]([N:97]2[N:101]=[CH:100][CH:99]=[C:98]2[NH:102][S:103]([C:106]2[CH:107]=[CH:108][C:109]([NH2:112])=[CH:110][CH:111]=2)(=[O:105])=[O:104])=[CH:95][CH:96]=1.[CH:77]1[CH:78]=[CH:79][C:80]([C:81]([OH:83])=[O:82])=[C:75]([C:66]2[C:67]3[CH:68]=[CH:69][C:70]([OH:71])=[CH:72][C:73]=3[O:74][C:62]3[C:63]=2[CH:64]=[CH:65][C:60]([CH:61]=3)=[O:59])[CH:76]=1, predict the reactants needed to synthesize it. The reactants are: [Mg+2].[Cl-].[Cl-].C1C=[N+]([C@@H]2O[C@H](COP(OP(OC[C@H]3O[C@@H](N4C5N=CN=C(N)C=5N=C4)[C@H](OP(O)(O)=O)[C@@H]3O)(O)=O)(O)=O)[C@@H](O)[C@H]2O)C=C(C(N)=O)C=1.C1C=CC(C[O:59][C:60]2[CH:65]=[CH:64][C:63]3[C:66]([C:75]4[C:80]([C:81]([O:83]CC5C=CC=CC=5)=[O:82])=[CH:79][CH:78]=[CH:77][CH:76]=4)=[C:67]4[C:73]([O:74][C:62]=3[CH:61]=2)=[CH:72][C:70](=[O:71])[CH:69]=[CH:68]4)=CC=1.[CH:91]1[CH:92]=[CH:93][C:94]([N:97]2[N:101]=[CH:100][CH:99]=[C:98]2[NH:102][S:103]([C:106]2[CH:107]=[CH:108][C:109]([NH2:112])=[CH:110][CH:111]=2)(=[O:105])=[O:104])=[CH:95][CH:96]=1. (4) Given the product [O:11]=[CH:12][CH2:13][CH:14]1[CH2:19][CH2:18][N:17]([C:20]2[CH:29]=[C:28]([C:30]([NH:32][CH2:33][C@H:34]3[CH2:39][CH2:38][C@H:37]([CH2:40][NH:41][C:42](=[O:48])[O:43][C:44]([CH3:46])([CH3:45])[CH3:47])[CH2:36][CH2:35]3)=[O:31])[C:27]3[C:22](=[CH:23][CH:24]=[CH:25][CH:26]=3)[N:21]=2)[CH2:16][CH2:15]1, predict the reactants needed to synthesize it. The reactants are: C(Cl)(=O)C(Cl)=O.CS(C)=O.[OH:11][CH2:12][CH2:13][CH:14]1[CH2:19][CH2:18][N:17]([C:20]2[CH:29]=[C:28]([C:30]([NH:32][CH2:33][C@H:34]3[CH2:39][CH2:38][C@H:37]([CH2:40][NH:41][C:42](=[O:48])[O:43][C:44]([CH3:47])([CH3:46])[CH3:45])[CH2:36][CH2:35]3)=[O:31])[C:27]3[C:22](=[CH:23][CH:24]=[CH:25][CH:26]=3)[N:21]=2)[CH2:16][CH2:15]1.C(=O)([O-])[O-].[Na+].[Na+]. (5) Given the product [C:29]1([CH:26]([CH3:28])[CH2:27][C:2]2[C:3]([OH:24])=[CH:4][C:5]([OH:22])=[C:6]([C:8]3[N:12]([C:13]4[CH:18]=[CH:17][CH:16]=[CH:15][C:14]=4[NH2:19])[N:11]=[CH:10][CH:9]=3)[CH:7]=2)[CH:34]=[CH:33][CH:32]=[CH:31][CH:30]=1, predict the reactants needed to synthesize it. The reactants are: I[C:2]1[C:3]([O:24]C)=[CH:4][C:5]([O:22]C)=[C:6]([C:8]2[N:12]([C:13]3[CH:18]=[CH:17][CH:16]=[CH:15][C:14]=3[N+:19]([O-])=O)[N:11]=[CH:10][CH:9]=2)[CH:7]=1.[C:26]([C:29]1[CH:34]=[CH:33][CH:32]=[CH:31][CH:30]=1)([CH3:28])=[CH2:27].